This data is from Forward reaction prediction with 1.9M reactions from USPTO patents (1976-2016). The task is: Predict the product of the given reaction. (1) Given the reactants [F:1][C:2]1[C:24]([F:25])=[CH:23][CH:22]=[CH:21][C:3]=1[CH2:4][N:5]1[C:9]2=[N:10][C:11]([CH3:20])=[C:12]([C:15](OCC)=[O:16])[C:13]([I:14])=[C:8]2[CH:7]=[CH:6]1.CC(C[AlH]CC(C)C)C.O.[OH-].[Na+].O, predict the reaction product. The product is: [F:1][C:2]1[C:24]([F:25])=[CH:23][CH:22]=[CH:21][C:3]=1[CH2:4][N:5]1[C:9]2=[N:10][C:11]([CH3:20])=[C:12]([CH2:15][OH:16])[C:13]([I:14])=[C:8]2[CH:7]=[CH:6]1. (2) Given the reactants [C:1]([O:5][C:6](=[O:48])[C:7]1[CH:12]=[CH:11][C:10]([CH2:13][CH2:14][S:15]([N:18]2[CH2:46][CH2:45][C:21]3([N:25]=[C:24]([C:26]4[CH:31]=[C:30]([C:32]([F:35])([F:34])[F:33])[CH:29]=[C:28]([O:36][CH2:37][C:38]5[CH:43]=[CH:42][CH:41]=[CH:40][CH:39]=5)[CH:27]=4)[NH:23][C:22]3=[O:44])[CH2:20][CH2:19]2)(=[O:17])=[O:16])=[C:9]([CH3:47])[CH:8]=1)([CH3:4])([CH3:3])[CH3:2].[C:49](O[C:49]([O:51][C:52]([CH3:55])([CH3:54])[CH3:53])=[O:50])([O:51][C:52]([CH3:55])([CH3:54])[CH3:53])=[O:50], predict the reaction product. The product is: [C:52]([O:51][C:49]([N:23]1[C:22](=[O:44])[C:21]2([CH2:20][CH2:19][N:18]([S:15]([CH2:14][CH2:13][C:10]3[CH:11]=[CH:12][C:7]([C:6]([O:5][C:1]([CH3:4])([CH3:3])[CH3:2])=[O:48])=[CH:8][C:9]=3[CH3:47])(=[O:17])=[O:16])[CH2:46][CH2:45]2)[N:25]=[C:24]1[C:26]1[CH:31]=[C:30]([C:32]([F:35])([F:34])[F:33])[CH:29]=[C:28]([O:36][CH2:37][C:38]2[CH:43]=[CH:42][CH:41]=[CH:40][CH:39]=2)[CH:27]=1)=[O:50])([CH3:55])([CH3:54])[CH3:53].